Dataset: Reaction yield outcomes from USPTO patents with 853,638 reactions. Task: Predict the reaction yield, written as a fraction of the theoretical maximum amount of product (1.0 means a 100% yield; for example, 0.34 means a 34% yield). The reactants are [Cl:1][C:2]1[CH:3]=[CH:4][C:5]([O:24][CH3:25])=[C:6]([CH:23]=1)[CH2:7][N:8]([CH3:22])[C:9](=[O:21])[CH2:10][CH2:11][CH2:12][S:13][C:14]1[CH:19]=[CH:18][C:17]([OH:20])=[CH:16][CH:15]=1.[H-].[Na+].I[CH:29]([CH3:31])[CH3:30].O. The catalyst is CN(C)C=O. The product is [Cl:1][C:2]1[CH:3]=[CH:4][C:5]([O:24][CH3:25])=[C:6]([CH:23]=1)[CH2:7][N:8]([CH3:22])[C:9](=[O:21])[CH2:10][CH2:11][CH2:12][S:13][C:14]1[CH:15]=[CH:16][C:17]([O:20][CH:29]([CH3:31])[CH3:30])=[CH:18][CH:19]=1. The yield is 0.230.